Task: Predict the reactants needed to synthesize the given product.. Dataset: Full USPTO retrosynthesis dataset with 1.9M reactions from patents (1976-2016) (1) Given the product [CH3:14][S:11]([C:7]1[C:6]2[C:10](=[C:2]([S:19][CH3:18])[CH:3]=[CH:4][C:5]=2[N+:15]([O-:17])=[O:16])[NH:9][CH:8]=1)(=[O:13])=[O:12], predict the reactants needed to synthesize it. The reactants are: F[C:2]1[CH:3]=[CH:4][C:5]([N+:15]([O-:17])=[O:16])=[C:6]2[C:10]=1[NH:9][CH:8]=[C:7]2[S:11]([CH3:14])(=[O:13])=[O:12].[CH3:18][S-:19].[Na+]. (2) Given the product [CH3:36][N:37]1[CH2:38][CH2:39][N:40]([C:43]2[CH:48]=[CH:47][C:46]([NH:49][CH:2]=[C:3]3[C:11]4[C:6](=[CH:7][C:8]([C:12]([C:14]5[CH:15]=[C:16]([NH:20][C:21]([C:23]6[CH:24]=[N:25][N:26]([CH3:29])[C:27]=6[Cl:28])=[O:22])[CH:17]=[CH:18][CH:19]=5)=[O:13])=[CH:9][CH:10]=4)[NH:5][C:4]3=[O:30])=[CH:45][CH:44]=2)[CH2:41][CH2:42]1, predict the reactants needed to synthesize it. The reactants are: O[CH:2]=[C:3]1[C:11]2[C:6](=[CH:7][C:8]([C:12]([C:14]3[CH:15]=[C:16]([NH:20][C:21]([C:23]4[CH:24]=[N:25][N:26]([CH3:29])[C:27]=4[Cl:28])=[O:22])[CH:17]=[CH:18][CH:19]=3)=[O:13])=[CH:9][CH:10]=2)[NH:5][C:4]1=[O:30].C1COCC1.[CH3:36][N:37]1[CH2:42][CH2:41][N:40]([C:43]2[CH:48]=[CH:47][C:46]([NH2:49])=[CH:45][CH:44]=2)[CH2:39][CH2:38]1. (3) Given the product [OH:27][CH2:26][C:25]([NH:24][C:2](=[O:3])[O:4][CH2:5][CH3:6])([CH3:29])[CH3:28], predict the reactants needed to synthesize it. The reactants are: Cl[C:2]([O:4][CH2:5][CH3:6])=[O:3].ON1C(=O)CCC1=O.C(N(CC)C(C)C)(C)C.[NH2:24][C:25]([CH3:29])([CH3:28])[CH2:26][OH:27]. (4) The reactants are: Br[C:2]1[N:11]=[CH:10][CH:9]=[CH:8][C:3]=1[C:4]([O:6][CH3:7])=[O:5].[Cl:12][C:13]1[CH:18]=[C:17](B2OC(C)(C)C(C)(C)O2)[CH:16]=[CH:15][N:14]=1.C([O-])([O-])=O.[K+].[K+].O. Given the product [CH3:7][O:6][C:4]([C:3]1[C:2]([C:17]2[CH:16]=[CH:15][N:14]=[C:13]([Cl:12])[CH:18]=2)=[N:11][CH:10]=[CH:9][CH:8]=1)=[O:5], predict the reactants needed to synthesize it. (5) Given the product [C:50]([O:54][C:55]1[CH:75]=[CH:74][CH:73]=[CH:72][C:56]=1[CH2:57][N:58]([CH2:68][CH2:69][CH2:70][N:39]1[CH2:38][CH2:43][CH:42]([C:44]2[CH:45]=[CH:46][CH:47]=[CH:48][C:49]=2[O:5][CH3:1])[CH2:41][CH2:40]1)[CH2:59][CH2:60][NH:61][C:62](=[O:67])[C:63]([CH3:66])([CH3:65])[CH3:64])([CH3:53])([CH3:52])[CH3:51], predict the reactants needed to synthesize it. The reactants are: [C:1]([O:5]C1C=CC=CC=1CN(CC1C=CC=CN=1)CCCN1CCC(C2C=CC=CC=2)CC1)(C)(C)C.CO[CH:38]1[CH2:43][CH:42]([C:44]2[CH:49]=[CH:48][CH:47]=[CH:46][CH:45]=2)[CH2:41][CH2:40][NH:39]1.[C:50]([O:54][C:55]1[CH:75]=[CH:74][CH:73]=[CH:72][C:56]=1[CH2:57][N:58]([CH2:68][CH2:69][CH2:70]Cl)[CH2:59][CH2:60][NH:61][C:62](=[O:67])[C:63]([CH3:66])([CH3:65])[CH3:64])([CH3:53])([CH3:52])[CH3:51].C([O-])([O-])=O.[K+].[K+]. (6) Given the product [O:1]=[C:2]1[C:10]2[C:5](=[CH:6][C:7]([C:11]([OH:13])=[O:12])=[CH:8][CH:9]=2)[CH2:4][NH:3]1, predict the reactants needed to synthesize it. The reactants are: [O:1]=[C:2]1[C:10]2[C:5](=[CH:6][C:7]([C:11]([O:13]C)=[O:12])=[CH:8][CH:9]=2)[CH2:4][NH:3]1.C1COCC1.O.[OH-].[Li+].Cl. (7) Given the product [C:12]([O:11][C:9](=[O:10])[N:23]([CH2:16][C:17]1[CH:22]=[CH:21][CH:20]=[CH:19][CH:18]=1)[CH2:24][CH2:25][C:26]1[CH:31]=[CH:30][C:29]([OH:32])=[CH:28][CH:27]=1)([CH3:13])([CH3:14])[CH3:15], predict the reactants needed to synthesize it. The reactants are: [C:9](O[C:9]([O:11][C:12]([CH3:15])([CH3:14])[CH3:13])=[O:10])([O:11][C:12]([CH3:15])([CH3:14])[CH3:13])=[O:10].[CH2:16]([NH:23][CH2:24][CH2:25][C:26]1[CH:31]=[CH:30][C:29]([OH:32])=[CH:28][CH:27]=1)[C:17]1[CH:22]=[CH:21][CH:20]=[CH:19][CH:18]=1.